From a dataset of Ames mutagenicity test results for genotoxicity prediction. Regression/Classification. Given a drug SMILES string, predict its toxicity properties. Task type varies by dataset: regression for continuous values (e.g., LD50, hERG inhibition percentage) or binary classification for toxic/non-toxic outcomes (e.g., AMES mutagenicity, cardiotoxicity, hepatotoxicity). Dataset: ames. (1) The molecule is CO/N=C(\C(=O)NC1C(=O)N2C(C(=O)OCOC(=O)C(C)(C)C)=C(/C=C/c3scnc3C)CSC12)c1csc(N)n1. The result is 0 (non-mutagenic). (2) The molecule is CCCC[C@@H](CC)COP(=O)(Oc1ccccc1)Oc1ccccc1. The result is 0 (non-mutagenic). (3) The compound is OCCOc1cc(Cl)c(Cl)cc1Cl. The result is 0 (non-mutagenic). (4) The drug is O=Cc1c([N+](=O)[O-])cccc1[N+](=O)[O-]. The result is 1 (mutagenic). (5) The molecule is O=c1c(O)c(-c2ccc(O)c(O)c2)oc2cc(O)cc(O)c12. The result is 1 (mutagenic). (6) The compound is COc1cccc2c1C(=O)c1c(O)c3c(c(O)c1C2=O)CC(O)(C(=O)CO)CC3O. The result is 1 (mutagenic). (7) The result is 1 (mutagenic). The compound is O=C(c1ccc(F)cc1)[C@H]1O[C@@H]1c1ccccc1. (8) The result is 1 (mutagenic). The drug is [N-]=[N+]=NCC(O)C(O)C(O)C(O)CO.